Task: Predict the reactants needed to synthesize the given product.. Dataset: Full USPTO retrosynthesis dataset with 1.9M reactions from patents (1976-2016) (1) Given the product [CH2:12]([O:14][C:15]([C:16]1[N:1]([C:4]2[C:5]([Cl:11])=[CH:6][CH:7]=[CH:8][C:9]=2[Cl:10])[N:2]=[N:3][C:17]=1[C:18]([F:19])([F:20])[F:21])=[O:22])[CH3:13], predict the reactants needed to synthesize it. The reactants are: [N:1]([C:4]1[C:9]([Cl:10])=[CH:8][CH:7]=[CH:6][C:5]=1[Cl:11])=[N+:2]=[N-:3].[CH2:12]([O:14][C:15](=[O:22])[C:16]#[C:17][C:18]([F:21])([F:20])[F:19])[CH3:13]. (2) Given the product [CH2:26]([C:24]1[N:23]=[C:22]([O:3][CH3:1])[N:21]=[C:20]([C:18]([OH:17])=[O:19])[CH:25]=1)[CH:27]([CH3:29])[CH3:28], predict the reactants needed to synthesize it. The reactants are: [CH2:1]([O:3]C1N=C(C(O)=O)C=C(CC)N=1)C.C([O:17][C:18]([C:20]1[CH:25]=[C:24]([CH2:26][CH:27]([CH3:29])[CH3:28])[N:23]=[C:22](S(C)(=O)=O)[N:21]=1)=[O:19])C.CC([O-])(C)C.[K+].